From a dataset of NCI-60 drug combinations with 297,098 pairs across 59 cell lines. Regression. Given two drug SMILES strings and cell line genomic features, predict the synergy score measuring deviation from expected non-interaction effect. (1) Drug 1: C1=C(C(=O)NC(=O)N1)N(CCCl)CCCl. Drug 2: CCC(=C(C1=CC=CC=C1)C2=CC=C(C=C2)OCCN(C)C)C3=CC=CC=C3.C(C(=O)O)C(CC(=O)O)(C(=O)O)O. Cell line: UACC-257. Synergy scores: CSS=-0.995, Synergy_ZIP=-0.619, Synergy_Bliss=-0.363, Synergy_Loewe=-4.73, Synergy_HSA=-3.55. (2) Drug 1: CC1C(C(=O)NC(C(=O)N2CCCC2C(=O)N(CC(=O)N(C(C(=O)O1)C(C)C)C)C)C(C)C)NC(=O)C3=C4C(=C(C=C3)C)OC5=C(C(=O)C(=C(C5=N4)C(=O)NC6C(OC(=O)C(N(C(=O)CN(C(=O)C7CCCN7C(=O)C(NC6=O)C(C)C)C)C)C(C)C)C)N)C. Drug 2: CN(C(=O)NC(C=O)C(C(C(CO)O)O)O)N=O. Cell line: SN12C. Synergy scores: CSS=16.1, Synergy_ZIP=1.54, Synergy_Bliss=9.28, Synergy_Loewe=-5.42, Synergy_HSA=2.71.